From a dataset of Reaction yield outcomes from USPTO patents with 853,638 reactions. Predict the reaction yield, written as a fraction of the theoretical maximum amount of product (1.0 means a 100% yield; for example, 0.34 means a 34% yield). (1) The reactants are Br[C:2]1[C:7]([Cl:8])=[CH:6][C:5]([NH:9][C:10]2[N:14]=[C:13]([NH2:15])[NH:12][N:11]=2)=[CH:4][C:3]=1[Cl:16].[C:17]([C:20]1[CH:25]=[CH:24][C:23](B(O)O)=[CH:22][CH:21]=1)(=[O:19])[NH2:18].C(=O)([O-])[O-].[K+].[K+]. The catalyst is C1C=CC([P]([Pd]([P](C2C=CC=CC=2)(C2C=CC=CC=2)C2C=CC=CC=2)([P](C2C=CC=CC=2)(C2C=CC=CC=2)C2C=CC=CC=2)[P](C2C=CC=CC=2)(C2C=CC=CC=2)C2C=CC=CC=2)(C2C=CC=CC=2)C2C=CC=CC=2)=CC=1.O1CCOCC1. The product is [NH2:15][C:13]1[NH:12][N:11]=[C:10]([NH:9][C:5]2[CH:6]=[C:7]([Cl:8])[C:2]([C:23]3[CH:24]=[CH:25][C:20]([C:17]([NH2:18])=[O:19])=[CH:21][CH:22]=3)=[C:3]([Cl:16])[CH:4]=2)[N:14]=1. The yield is 0.470. (2) The reactants are [F:1][C:2]1[C:3]([N+:11]([O-:13])=[O:12])=[C:4]([CH:8]=[CH:9][CH:10]=1)C(O)=O.S(Cl)(Cl)=O.[OH:18][C:19]1[CH:25]=[CH:24][CH:23]=[C:22]([CH3:26])[C:20]=1[NH2:21].[CH2:27](N(CC)CC)C.O.C1(C)C=CC(S(O)(=O)=O)=CC=1. The catalyst is CN(C=O)C.C1(C)C=CC=CC=1.O.O1CCCC1. The product is [F:1][C:2]1[CH:10]=[CH:9][C:8]([C:27]2[O:18][C:19]3[CH:25]=[CH:24][CH:23]=[C:22]([CH3:26])[C:20]=3[N:21]=2)=[CH:4][C:3]=1[N+:11]([O-:13])=[O:12]. The yield is 0.370.